Predict the reactants needed to synthesize the given product. From a dataset of Full USPTO retrosynthesis dataset with 1.9M reactions from patents (1976-2016). (1) The reactants are: [C:1]([O:5][C:6](=[O:21])[N:7]([CH2:9][CH2:10][O:11][C:12]1[CH:20]=[CH:19][CH:18]=[C:17]2[C:13]=1[CH:14]=[CH:15][NH:16]2)[CH3:8])([CH3:4])([CH3:3])[CH3:2].[OH-].[Na+].CCO.[F:27][C:28]1[CH:29]=[C:30]([CH:33]=[CH:34][CH:35]=1)[CH2:31]Br. Given the product [C:1]([O:5][C:6](=[O:21])[N:7]([CH2:9][CH2:10][O:11][C:12]1[CH:20]=[CH:19][CH:18]=[C:17]2[C:13]=1[CH:14]=[CH:15][N:16]2[CH2:31][C:30]1[CH:33]=[CH:34][CH:35]=[C:28]([F:27])[CH:29]=1)[CH3:8])([CH3:4])([CH3:2])[CH3:3], predict the reactants needed to synthesize it. (2) The reactants are: CS([N:5]1[C:27]2[C:22](=[CH:23][C:24]([Cl:28])=[CH:25][CH:26]=2)[C:7]2([CH2:11][CH2:10][N:9]([CH2:12]/[CH:13]=[CH:14]/[C:15]3[CH:20]=[CH:19][C:18]([Cl:21])=[CH:17][CH:16]=3)[CH2:8]2)[CH2:6]1)(=O)=O.[H-].COCCO[Al+]OCCOC.[Na+].[H-]. Given the product [Cl:28][C:24]1[CH:23]=[C:22]2[C:7]3([CH2:11][CH2:10][N:9]([CH2:12]/[CH:13]=[CH:14]/[C:15]4[CH:16]=[CH:17][C:18]([Cl:21])=[CH:19][CH:20]=4)[CH2:8]3)[CH2:6][NH:5][C:27]2=[CH:26][CH:25]=1, predict the reactants needed to synthesize it.